Dataset: Reaction yield outcomes from USPTO patents with 853,638 reactions. Task: Predict the reaction yield, written as a fraction of the theoretical maximum amount of product (1.0 means a 100% yield; for example, 0.34 means a 34% yield). (1) The product is [C:1]([C:4]1[CH:9]=[CH:8][C:7]([N:10]2[C:11]3=[N:12][C:13]4[C:14](=[C:20]([C:25]([O:27][CH3:28])=[O:26])[CH:21]=[CH:22][C:23]=4[Cl:24])[N:15]3[CH2:16][CH2:17][CH2:18]2)=[C:6]([CH3:29])[CH:5]=1)(=[O:3])[NH2:2]. The reactants are [C:1]([C:4]1[CH:9]=[CH:8][C:7]([NH:10][C:11]2[N:15]([CH2:16][CH2:17][CH2:18]O)[C:14]3[C:20]([C:25]([O:27][CH3:28])=[O:26])=[CH:21][CH:22]=[C:23]([Cl:24])[C:13]=3[N:12]=2)=[C:6]([CH3:29])[CH:5]=1)(=[O:3])[NH2:2]. The yield is 0.610. The catalyst is C1C(Cl)=CC=C(Cl)C=1. (2) The yield is 0.620. The catalyst is C(Cl)(Cl)(Cl)Cl.[W]. The reactants are [Cl:1][C:2]1[N:7]=[C:6]([Cl:8])[C:5]([CH:9]([CH3:11])[CH3:10])=[C:4]([O:12][C:13]2[CH:18]=[C:17]([CH3:19])[CH:16]=[C:15]([CH3:20])[CH:14]=2)[N:3]=1.C1C(=O)N([Br:28])C(=O)C1.C(OOC(=O)C1C=CC=CC=1)(=O)C1C=CC=CC=1. The product is [Br:28][CH2:19][C:17]1[CH:18]=[C:13]([CH:14]=[C:15]([CH3:20])[CH:16]=1)[O:12][C:4]1[C:5]([CH:9]([CH3:10])[CH3:11])=[C:6]([Cl:8])[N:7]=[C:2]([Cl:1])[N:3]=1. (3) The reactants are Cl[C:2]1[C:7]([C:8]([F:11])([F:10])[F:9])=[CH:6][CH:5]=[CH:4][N:3]=1.[C:12](=[O:15])([O-])[O-:13].[K+].[K+].O.[C:19](#N)[CH3:20]. The catalyst is [Pd].C1(P(C2C=CC=CC=2)C2C=CC=CC=2)C=CC=CC=1.C1(P(C2C=CC=CC=2)C2C=CC=CC=2)C=CC=CC=1.C1(P(C2C=CC=CC=2)C2C=CC=CC=2)C=CC=CC=1.C1(P(C2C=CC=CC=2)C2C=CC=CC=2)C=CC=CC=1. The product is [F:9][C:8]([F:11])([F:10])[C:7]1[C:2]([C:20]2[CH:19]=[CH:7][C:6]([C:12]([OH:13])=[O:15])=[CH:5][CH:4]=2)=[N:3][CH:4]=[CH:5][CH:6]=1. The yield is 0.810. (4) The reactants are [Br:1][C:2]1[CH:3]=[C:4]([CH:22]=[CH:23][CH:24]=1)[CH2:5][N:6]1[C:14]2[C:13](=[O:15])[N:12]([CH3:16])[C:11](=[O:17])[N:10]([CH3:18])[C:9]=2[N:8]=[C:7]1[CH2:19][CH2:20]O.S(Cl)([Cl:27])=O. No catalyst specified. The product is [Br:1][C:2]1[CH:3]=[C:4]([CH:22]=[CH:23][CH:24]=1)[CH2:5][N:6]1[C:14]2[C:13](=[O:15])[N:12]([CH3:16])[C:11](=[O:17])[N:10]([CH3:18])[C:9]=2[N:8]=[C:7]1[CH2:19][CH2:20][Cl:27]. The yield is 0.560. (5) The reactants are [CH2:1]([N:8]([CH2:10][C:11]1[C:12]([C:43](O)=[O:44])=[C:13]([N:28]([CH2:34][C:35]2[C:40]([F:41])=[CH:39][CH:38]=[CH:37][C:36]=2[F:42])[C:29](OCC)=[O:30])[S:14][C:15]=1[C:16]1[CH:21]=[CH:20][C:19]([NH:22][C:23]([NH:25][O:26][CH3:27])=[O:24])=[CH:18][CH:17]=1)[CH3:9])[C:2]1[CH:7]=[CH:6][CH:5]=[CH:4][CH:3]=1.[NH2:46][C@H:47]1[CH2:52][CH2:51][C@H:50]([OH:53])[CH2:49][CH2:48]1. No catalyst specified. The product is [CH2:1]([N:8]([CH2:10][C:11]1[C:12]2[C:43](=[O:44])[N:46]([CH:47]3[CH2:52][CH2:51][CH:50]([OH:53])[CH2:49][CH2:48]3)[C:29](=[O:30])[N:28]([CH2:34][C:35]3[C:40]([F:41])=[CH:39][CH:38]=[CH:37][C:36]=3[F:42])[C:13]=2[S:14][C:15]=1[C:16]1[CH:17]=[CH:18][C:19]([NH:22][C:23]([NH:25][O:26][CH3:27])=[O:24])=[CH:20][CH:21]=1)[CH3:9])[C:2]1[CH:3]=[CH:4][CH:5]=[CH:6][CH:7]=1. The yield is 0.520. (6) The reactants are [CH3:1][O:2][C:3]([N:5]1[CH2:10][CH2:9][CH:8]([CH2:11][OH:12])[CH2:7][CH2:6]1)=[O:4].C(=O)(O)[O-].[Na+].[Br-].[Na+].Cl[O-].[Na+]. The catalyst is ClCCl.O. The product is [CH3:1][O:2][C:3]([N:5]1[CH2:6][CH2:7][CH:8]([CH:11]=[O:12])[CH2:9][CH2:10]1)=[O:4]. The yield is 0.900. (7) The reactants are [CH3:1][C:2]1[CH:6]=[C:5]([NH:7][S:8]([C:11]2[CH:16]=[CH:15][C:14](Br)=[CH:13][CH:12]=2)(=[O:10])=[O:9])[O:4][N:3]=1.[F:18][C:19]([F:30])([F:29])[C:20]1[CH:25]=[CH:24][C:23](B(O)O)=[CH:22][CH:21]=1. No catalyst specified. The product is [CH3:1][C:2]1[CH:6]=[C:5]([NH:7][S:8]([C:11]2[CH:16]=[CH:15][C:14]([C:23]3[CH:24]=[CH:25][C:20]([C:19]([F:30])([F:29])[F:18])=[CH:21][CH:22]=3)=[CH:13][CH:12]=2)(=[O:10])=[O:9])[O:4][N:3]=1. The yield is 0.780.